This data is from NCI-60 drug combinations with 297,098 pairs across 59 cell lines. The task is: Regression. Given two drug SMILES strings and cell line genomic features, predict the synergy score measuring deviation from expected non-interaction effect. (1) Drug 1: CC1=C(C=C(C=C1)NC2=NC=CC(=N2)N(C)C3=CC4=NN(C(=C4C=C3)C)C)S(=O)(=O)N.Cl. Drug 2: CC1=C(C=C(C=C1)C(=O)NC2=CC(=CC(=C2)C(F)(F)F)N3C=C(N=C3)C)NC4=NC=CC(=N4)C5=CN=CC=C5. Cell line: SK-MEL-2. Synergy scores: CSS=8.47, Synergy_ZIP=2.21, Synergy_Bliss=8.12, Synergy_Loewe=4.62, Synergy_HSA=4.37. (2) Drug 1: C1=CC(=CC=C1CCCC(=O)O)N(CCCl)CCCl. Drug 2: CC1=CC=C(C=C1)C2=CC(=NN2C3=CC=C(C=C3)S(=O)(=O)N)C(F)(F)F. Cell line: NCIH23. Synergy scores: CSS=42.5, Synergy_ZIP=-5.23, Synergy_Bliss=-6.88, Synergy_Loewe=-3.96, Synergy_HSA=-3.30. (3) Drug 1: CC1=CC2C(CCC3(C2CCC3(C(=O)C)OC(=O)C)C)C4(C1=CC(=O)CC4)C. Drug 2: C1=CC(=CC=C1CCCC(=O)O)N(CCCl)CCCl. Cell line: SK-MEL-2. Synergy scores: CSS=5.60, Synergy_ZIP=-2.16, Synergy_Bliss=3.57, Synergy_Loewe=-3.35, Synergy_HSA=1.20. (4) Drug 1: CNC(=O)C1=CC=CC=C1SC2=CC3=C(C=C2)C(=NN3)C=CC4=CC=CC=N4. Drug 2: CC1C(C(CC(O1)OC2CC(OC(C2O)C)OC3=CC4=CC5=C(C(=O)C(C(C5)C(C(=O)C(C(C)O)O)OC)OC6CC(C(C(O6)C)O)OC7CC(C(C(O7)C)O)OC8CC(C(C(O8)C)O)(C)O)C(=C4C(=C3C)O)O)O)O. Cell line: MALME-3M. Synergy scores: CSS=3.89, Synergy_ZIP=4.45, Synergy_Bliss=7.54, Synergy_Loewe=6.60, Synergy_HSA=6.61. (5) Drug 1: C1=CC(=CC=C1C#N)C(C2=CC=C(C=C2)C#N)N3C=NC=N3. Drug 2: CC1C(C(CC(O1)OC2CC(OC(C2O)C)OC3=CC4=CC5=C(C(=O)C(C(C5)C(C(=O)C(C(C)O)O)OC)OC6CC(C(C(O6)C)O)OC7CC(C(C(O7)C)O)OC8CC(C(C(O8)C)O)(C)O)C(=C4C(=C3C)O)O)O)O. Cell line: RXF 393. Synergy scores: CSS=61.5, Synergy_ZIP=1.54, Synergy_Bliss=1.52, Synergy_Loewe=-10.2, Synergy_HSA=-0.867. (6) Drug 1: CC1=C(C=C(C=C1)C(=O)NC2=CC(=CC(=C2)C(F)(F)F)N3C=C(N=C3)C)NC4=NC=CC(=N4)C5=CN=CC=C5. Drug 2: CC1=C(C(=CC=C1)Cl)NC(=O)C2=CN=C(S2)NC3=CC(=NC(=N3)C)N4CCN(CC4)CCO. Cell line: T-47D. Synergy scores: CSS=-10.7, Synergy_ZIP=6.06, Synergy_Bliss=6.38, Synergy_Loewe=-11.1, Synergy_HSA=-10.0.